From a dataset of Peptide-MHC class II binding affinity with 134,281 pairs from IEDB. Regression. Given a peptide amino acid sequence and an MHC pseudo amino acid sequence, predict their binding affinity value. This is MHC class II binding data. (1) The peptide sequence is DRKFPGGGQIVGGVY. The MHC is HLA-DQA10501-DQB10301 with pseudo-sequence HLA-DQA10501-DQB10301. The binding affinity (normalized) is 0.807. (2) The peptide sequence is EKNYFAATQFEPLAA. The MHC is HLA-DQA10101-DQB10501 with pseudo-sequence HLA-DQA10101-DQB10501. The binding affinity (normalized) is 0.363. (3) The peptide sequence is YPKYVKQNTLKLAT. The binding affinity (normalized) is 0.289. The MHC is HLA-DQA10102-DQB10602 with pseudo-sequence HLA-DQA10102-DQB10602. (4) The peptide sequence is NAGFKAAVAAAAVVP. The MHC is DRB1_1201 with pseudo-sequence DRB1_1201. The binding affinity (normalized) is 0.126. (5) The peptide sequence is VIYGTASFFFLYGALLLAYG. The MHC is H-2-IAd with pseudo-sequence H-2-IAd. The binding affinity (normalized) is 0. (6) The peptide sequence is AGLGLRSAISSGLGS. The MHC is DRB1_0401 with pseudo-sequence DRB1_0401. The binding affinity (normalized) is 0.518. (7) The peptide sequence is LHKLGYILRDISKIPGG. The MHC is DRB1_1501 with pseudo-sequence DRB1_1501. The binding affinity (normalized) is 0.397.